This data is from Full USPTO retrosynthesis dataset with 1.9M reactions from patents (1976-2016). The task is: Predict the reactants needed to synthesize the given product. (1) Given the product [C:29]([N:33]1[CH2:37][CH2:36][N:35]([C:6]2[CH:5]=[CH:4][C:3]([N:9]3[CH:14]=[C:13]([O:15][CH3:16])[C:12](=[O:17])[C:11]([C:18]4[N:22]([C:23]5[CH:28]=[CH:27][CH:26]=[CH:25][CH:24]=5)[N:21]=[CH:20][CH:19]=4)=[N:10]3)=[C:2]([F:1])[CH:7]=2)[C:34]1=[O:38])([CH3:32])([CH3:31])[CH3:30], predict the reactants needed to synthesize it. The reactants are: [F:1][C:2]1[CH:7]=[C:6](I)[CH:5]=[CH:4][C:3]=1[N:9]1[CH:14]=[C:13]([O:15][CH3:16])[C:12](=[O:17])[C:11]([C:18]2[N:22]([C:23]3[CH:28]=[CH:27][CH:26]=[CH:25][CH:24]=3)[N:21]=[CH:20][CH:19]=2)=[N:10]1.[C:29]([N:33]1[CH2:37][CH2:36][NH:35][C:34]1=[O:38])([CH3:32])([CH3:31])[CH3:30].N[C@@H]1CCCC[C@H]1N.[O-]P([O-])([O-])=O.[K+].[K+].[K+]. (2) Given the product [F:1][C:2]1[CH:3]=[C:4]([C@@:9]2([OH:24])[CH2:14][CH2:13][N:12]([C:15]([O:17][C:18]([CH3:20])([CH3:19])[CH3:21])=[O:16])[CH2:11][C@@H:10]2[C:22]#[CH:25])[CH:5]=[CH:6][C:7]=1[F:8], predict the reactants needed to synthesize it. The reactants are: [F:1][C:2]1[CH:3]=[C:4]([C@@:9]2([OH:24])[CH2:14][CH2:13][N:12]([C:15]([O:17][C:18]([CH3:21])([CH3:20])[CH3:19])=[O:16])[CH2:11][C@@H:10]2[CH:22]=O)[CH:5]=[CH:6][C:7]=1[F:8].[C:25](=O)([O-])[O-].[K+].[K+]. (3) Given the product [Cl:1][C:2]1[N:3]([C:15]2[CH:16]=[CH:17][S:13][CH:14]=2)[C:4]2[C:9]([C:10]=1[CH:11]=[O:12])=[CH:8][CH:7]=[CH:6][CH:5]=2, predict the reactants needed to synthesize it. The reactants are: [Cl:1][C:2]1[NH:3][C:4]2[C:9]([C:10]=1[CH:11]=[O:12])=[CH:8][CH:7]=[CH:6][CH:5]=2.[S:13]1[CH:17]=[CH:16][C:15](B(O)O)=[CH:14]1. (4) Given the product [CH3:1][O:2][C:3](=[O:17])[CH:4]=[CH:5][CH:6]=[CH:7][CH2:8][S:9]([C:10]1[CH:15]=[CH:14][C:13]([Cl:16])=[CH:12][CH:11]=1)=[O:19], predict the reactants needed to synthesize it. The reactants are: [CH3:1][O:2][C:3](=[O:17])[CH:4]=[CH:5][CH:6]=[CH:7][CH2:8][S:9][C:10]1[CH:15]=[CH:14][C:13]([Cl:16])=[CH:12][CH:11]=1.I([O-])(=O)(=O)=[O:19].[Na+]. (5) Given the product [CH2:11]([O:18][C:19]1[CH:20]=[C:21]([C:25]2[CH:40]=[C:28]3[N:29]=[C:30]([CH3:39])[C:31]([CH:34]([OH:49])[C:35]([O:37][CH3:38])=[O:36])=[C:32]([Cl:33])[N:27]3[N:26]=2)[CH:22]=[CH:23][CH:24]=1)[C:12]1[CH:13]=[CH:14][CH:15]=[CH:16][CH:17]=1, predict the reactants needed to synthesize it. The reactants are: C[Si]([N-][Si](C)(C)C)(C)C.[K+].[CH2:11]([O:18][C:19]1[CH:20]=[C:21]([C:25]2[CH:40]=[C:28]3[N:29]=[C:30]([CH3:39])[C:31]([CH2:34][C:35]([O:37][CH3:38])=[O:36])=[C:32]([Cl:33])[N:27]3[N:26]=2)[CH:22]=[CH:23][CH:24]=1)[C:12]1[CH:17]=[CH:16][CH:15]=[CH:14][CH:13]=1.C1(C2[O:49]N2S(C2C=CC=CC=2)(=O)=O)C=CC=CC=1.